From a dataset of Forward reaction prediction with 1.9M reactions from USPTO patents (1976-2016). Predict the product of the given reaction. (1) Given the reactants [CH:1]([C:3]1[CH:12]=[C:11]2[C:6]([CH:7]=[C:8]([OH:16])[C:9]([C:13]([OH:15])=[O:14])=[CH:10]2)=[CH:5][CH:4]=1)=O.C(O)(=O)C.[CH3:21][CH:22]([C:24]1[CH:30]=[CH:29][C:27]([NH2:28])=[CH:26][CH:25]=1)[CH3:23].C([BH3-])#N.[Na+].Cl, predict the reaction product. The product is: [OH:16][C:8]1[C:9]([C:13]([OH:15])=[O:14])=[CH:10][C:11]2[C:6]([CH:7]=1)=[CH:5][CH:4]=[C:3]([CH2:1][NH:28][C:27]1[CH:29]=[CH:30][C:24]([CH:22]([CH3:23])[CH3:21])=[CH:25][CH:26]=1)[CH:12]=2. (2) Given the reactants [NH2:1][C@H:2]1[C:11]2[C:6](=[CH:7][CH:8]=[C:9]([N:12]3[CH2:17][CH2:16][O:15][CH2:14][CH2:13]3)[CH:10]=2)[N:5]([C:18](=[O:20])[CH3:19])[C@@H:4]([CH3:21])[C@@H:3]1[CH3:22].Br[C:24]1[CH:31]=[CH:30][C:27]([C:28]#[N:29])=[CH:26][CH:25]=1.CC(C)([O-])C.[Na+].CN(C1C(C2C(P(C3CCCCC3)C3CCCCC3)=CC=CC=2)=CC=CC=1)C, predict the reaction product. The product is: [C:18]([N:5]1[C:6]2[C:11](=[CH:10][C:9]([N:12]3[CH2:13][CH2:14][O:15][CH2:16][CH2:17]3)=[CH:8][CH:7]=2)[C@H:2]([NH:1][C:24]2[CH:31]=[CH:30][C:27]([C:28]#[N:29])=[CH:26][CH:25]=2)[C@@H:3]([CH3:22])[C@@H:4]1[CH3:21])(=[O:20])[CH3:19]. (3) Given the reactants C[O:2][C:3]1[CH:8]=[CH:7][C:6]([CH:9]2[CH2:17][CH2:16][CH2:15][CH:14]3[N:10]2[CH2:11][CH2:12][CH2:13]3)=[CH:5][CH:4]=1.Br, predict the reaction product. The product is: [OH:2][C:3]1[CH:4]=[CH:5][C:6]([CH:9]2[CH2:17][CH2:16][CH2:15][CH:14]3[N:10]2[CH2:11][CH2:12][CH2:13]3)=[CH:7][CH:8]=1. (4) Given the reactants Cl[C:2]1[CH:7]=[C:6](Cl)[N:5]2[N:9]=[C:10]([CH3:23])[C:11]([CH2:12][C:13]3[C:22]4[C:17](=[CH:18][CH:19]=[CH:20][CH:21]=4)[CH:16]=[CH:15][CH:14]=3)=[C:4]2[N:3]=1.[OH-].[NH4+:25].[NH:26]1[CH2:31][CH2:30][O:29][CH2:28][CH2:27]1, predict the reaction product. The product is: [CH3:23][C:10]1[C:11]([CH2:12][C:13]2[C:22]3[C:17](=[CH:18][CH:19]=[CH:20][CH:21]=3)[CH:16]=[CH:15][CH:14]=2)=[C:4]2[N:3]=[C:2]([N:26]3[CH2:31][CH2:30][O:29][CH2:28][CH2:27]3)[CH:7]=[C:6]([NH2:25])[N:5]2[N:9]=1. (5) Given the reactants [CH2:1]([C:3]1[CH:4]=[C:5]([CH:21]2[CH2:26][CH2:25][N:24](C(OC(C)(C)C)=O)[CH2:23][CH2:22]2)[CH:6]=[CH:7][C:8]=1[N:9]([CH3:20])[C:10]1[N:15]=[CH:14][C:13]2[N:16]=[CH:17][N:18]([CH3:19])[C:12]=2[CH:11]=1)[CH3:2].FC(F)(F)C(O)=O, predict the reaction product. The product is: [CH2:1]([C:3]1[CH:4]=[C:5]([CH:21]2[CH2:26][CH2:25][NH:24][CH2:23][CH2:22]2)[CH:6]=[CH:7][C:8]=1[N:9]([CH3:20])[C:10]1[N:15]=[CH:14][C:13]2[N:16]=[CH:17][N:18]([CH3:19])[C:12]=2[CH:11]=1)[CH3:2].